Task: Regression/Classification. Given a drug SMILES string, predict its absorption, distribution, metabolism, or excretion properties. Task type varies by dataset: regression for continuous measurements (e.g., permeability, clearance, half-life) or binary classification for categorical outcomes (e.g., BBB penetration, CYP inhibition). Dataset: cyp3a4_veith.. Dataset: CYP3A4 inhibition data for predicting drug metabolism from PubChem BioAssay The molecule is C[N+]1(C)CCC(=C(c2ccccc2)c2ccccc2)CC1. The result is 0 (non-inhibitor).